This data is from Full USPTO retrosynthesis dataset with 1.9M reactions from patents (1976-2016). The task is: Predict the reactants needed to synthesize the given product. (1) The reactants are: [CH3:1][CH:2]([CH3:26])[CH:3]([NH:15][C:16]([CH:18]1[CH:21]([CH2:22][CH2:23][CH2:24][CH3:25])[CH2:20][NH:19]1)=[O:17])[CH:4]1[CH:9]([OH:10])[CH:8]([OH:11])[CH:7]([OH:12])[CH:6]([S:13][CH3:14])[O:5]1.[CH2:27]1[O:29][CH2:28]1. Given the product [CH3:1][CH:2]([CH3:26])[CH:3]([NH:15][C:16]([CH:18]1[CH:21]([CH2:22][CH2:23][CH2:24][CH3:25])[CH2:20][N:19]1[CH2:27][CH2:28][OH:29])=[O:17])[CH:4]1[CH:9]([OH:10])[CH:8]([OH:11])[CH:7]([OH:12])[CH:6]([S:13][CH3:14])[O:5]1, predict the reactants needed to synthesize it. (2) Given the product [Br:12][CH:9]([CH3:10])[C:8](=[O:11])[CH:2]([CH3:1])[C:3]([O:5][CH2:6][CH3:7])=[O:4], predict the reactants needed to synthesize it. The reactants are: [CH3:1][CH:2]([C:8](=[O:11])[CH2:9][CH3:10])[C:3]([O:5][CH2:6][CH3:7])=[O:4].[Br:12]Br. (3) Given the product [C:2]([C:4]1([NH:7][C:8]([C@@H:10]2[CH2:14][C@@H:13]([S:15]([C:18]3[CH:23]=[CH:22][CH:21]=[CH:20][C:19]=3[Cl:24])(=[O:17])=[O:16])[CH2:12][N:11]2[CH2:33][C:34]([F:37])([F:36])[F:35])=[O:9])[CH2:6][CH2:5]1)#[N:3], predict the reactants needed to synthesize it. The reactants are: Cl.[C:2]([C:4]1([NH:7][C:8]([C@@H:10]2[CH2:14][C@@H:13]([S:15]([C:18]3[CH:23]=[CH:22][CH:21]=[CH:20][C:19]=3[Cl:24])(=[O:17])=[O:16])[CH2:12][NH:11]2)=[O:9])[CH2:6][CH2:5]1)#[N:3].O([CH2:33][C:34]([F:37])([F:36])[F:35])S(C(F)(F)F)(=O)=O. (4) Given the product [NH2:11][C:10]1[N:6]([CH2:2][CH2:3][CH2:4][CH3:5])[C:7](=[O:8])[NH:9][C:13](=[O:14])[CH:12]=1, predict the reactants needed to synthesize it. The reactants are: [Na].[CH2:2]([NH:6][C:7]([NH2:9])=[O:8])[CH2:3][CH2:4][CH3:5].[C:10]([CH2:12][C:13](OCC)=[O:14])#[N:11].Cl. (5) Given the product [CH3:12][O:13][N:14]1[CH:15]([CH3:16])[CH2:3][C:2]([CH3:1])=[CH:4][CH2:10][CH2:9][CH2:8][CH2:7][CH2:6][C:5]1=[O:11], predict the reactants needed to synthesize it. The reactants are: [CH2:1]=[C:2]([CH:4]1[CH2:10][CH2:9][CH2:8][CH2:7][CH2:6][C:5]1=[O:11])[CH3:3].[CH3:12][O:13][N:14]=[CH:15][CH3:16].Cl[Sn](Cl)(Cl)Cl. (6) Given the product [Br:1][C:2]1[CH:3]=[C:4]([CH2:9][C:10]([CH3:12])=[O:11])[CH:5]=[CH:6][C:7]=1[O:8][CH2:19][O:20][CH3:21], predict the reactants needed to synthesize it. The reactants are: [Br:1][C:2]1[CH:3]=[C:4]([CH2:9][C:10]([CH3:12])=[O:11])[CH:5]=[CH:6][C:7]=1[OH:8].C(=O)([O-])[O-].[K+].[K+].[CH3:19][O:20][CH2:21]Cl. (7) Given the product [Cl:19][C:20]1[CH:25]=[CH:24][C:23]([N:14]2[CH:15]=[C:16]([C:17]#[N:18])[C:12]([NH:11][C:8]3[CH:7]=[CH:6][C:5]([S:2]([CH3:1])(=[O:3])=[O:4])=[CH:10][CH:9]=3)=[N:13]2)=[CH:22][CH:21]=1, predict the reactants needed to synthesize it. The reactants are: [CH3:1][S:2]([C:5]1[CH:10]=[CH:9][C:8]([NH:11][C:12]2[C:16]([C:17]#[N:18])=[CH:15][NH:14][N:13]=2)=[CH:7][CH:6]=1)(=[O:4])=[O:3].[Cl:19][C:20]1[CH:25]=[CH:24][C:23](B(O)O)=[CH:22][CH:21]=1.N1C=CC=CC=1.Cl. (8) Given the product [NH2:1][C:4]1[CH:9]=[CH:8][C:7]([P:10](=[O:19])([O:11][CH:12]([CH3:14])[CH3:13])[O:15][CH:16]([CH3:18])[CH3:17])=[CH:6][CH:5]=1, predict the reactants needed to synthesize it. The reactants are: [N+:1]([C:4]1[CH:9]=[CH:8][C:7]([P:10](=[O:19])([O:15][CH:16]([CH3:18])[CH3:17])[O:11][CH:12]([CH3:14])[CH3:13])=[CH:6][CH:5]=1)([O-])=O.[H][H].